This data is from Reaction yield outcomes from USPTO patents with 853,638 reactions. The task is: Predict the reaction yield, written as a fraction of the theoretical maximum amount of product (1.0 means a 100% yield; for example, 0.34 means a 34% yield). (1) The reactants are Cl[C:2]1[C:3]2[CH:10]=[CH:9][NH:8][C:4]=2[N:5]=[CH:6][N:7]=1.[C:11]([CH2:13][C:14]1([N:25]2[CH:29]=[C:28](B3OC(C)(C)C(C)(C)O3)[CH:27]=[N:26]2)[CH2:17][N:16]([C:18]([O:20][C:21]([CH3:24])([CH3:23])[CH3:22])=[O:19])[CH2:15]1)#[N:12].[F-].[Cs+].C(O)(C)(C)C. The catalyst is C1CCC(P([C]2[CH][CH][CH][CH]2)C2CCCCC2)CC1.C1CCC(P([C]2[CH][CH][CH][CH]2)C2CCCCC2)CC1.Cl[Pd]Cl.[Fe].O. The product is [N:5]1[C:4]2[NH:8][CH:9]=[CH:10][C:3]=2[C:2]([C:28]2[CH:27]=[N:26][N:25]([C:14]3([CH2:13][C:11]#[N:12])[CH2:15][N:16]([C:18]([O:20][C:21]([CH3:22])([CH3:23])[CH3:24])=[O:19])[CH2:17]3)[CH:29]=2)=[N:7][CH:6]=1. The yield is 0.990. (2) The reactants are C(=O)(OC)[O:2][C:3]1[CH:8]=[C:7]([N+:9]([O-:11])=[O:10])[C:6](Br)=[CH:5][C:4]=1[CH:13]1[CH2:17][CH2:16][CH2:15][CH2:14]1.CC1(C)C(C)(C)OB([C:29]2[CH2:30][CH2:31][N:32]([C:35]([O:37][C:38]([CH3:41])([CH3:40])[CH3:39])=[O:36])[CH2:33][CH:34]=2)O1.C([O-])([O-])=O.[Cs+].[Cs+]. The catalyst is CN(C=O)C.O.C1C=CC([P]([Pd]([P](C2C=CC=CC=2)(C2C=CC=CC=2)C2C=CC=CC=2)([P](C2C=CC=CC=2)(C2C=CC=CC=2)C2C=CC=CC=2)[P](C2C=CC=CC=2)(C2C=CC=CC=2)C2C=CC=CC=2)(C2C=CC=CC=2)C2C=CC=CC=2)=CC=1. The product is [CH:13]1([C:4]2[C:3]([OH:2])=[CH:8][C:7]([N+:9]([O-:11])=[O:10])=[C:6]([C:29]3[CH2:34][CH2:33][N:32]([C:35]([O:37][C:38]([CH3:41])([CH3:40])[CH3:39])=[O:36])[CH2:31][CH:30]=3)[CH:5]=2)[CH2:14][CH2:15][CH2:16][CH2:17]1. The yield is 0.770. (3) The catalyst is ClCCl. The product is [CH:1]1([C:4]2[S:8][CH:7]=[N:6][C:5]=2[CH2:9][N:10]2[C:15]3[N:16]=[C:17]([S:20]([CH3:21])=[O:31])[N:18]=[CH:19][C:14]=3[CH:13]=[CH:12][C:11]2=[O:22])[CH2:2][CH2:3]1. The reactants are [CH:1]1([C:4]2[S:8][CH:7]=[N:6][C:5]=2[CH2:9][N:10]2[C:15]3[N:16]=[C:17]([S:20][CH3:21])[N:18]=[CH:19][C:14]=3[CH:13]=[CH:12][C:11]2=[O:22])[CH2:3][CH2:2]1.ClC1C=CC=C(C(OO)=[O:31])C=1. The yield is 0.670. (4) The reactants are C([O:3][C:4](=[O:32])[C:5](=[C:17]1[C:23]2[CH:24]=[CH:25][CH:26]=[CH:27][C:22]=2[CH2:21][CH2:20][C:19]2[CH:28]=[CH:29][CH:30]=[CH:31][C:18]1=2)[C:6]1[CH:11]=[CH:10][CH:9]=[C:8]([NH:12][S:13]([CH3:16])(=[O:15])=[O:14])[CH:7]=1)C.[OH-].[Na+]. The catalyst is C(O)C. The product is [CH:27]1[C:22]2[CH2:21][CH2:20][C:19]3[CH:28]=[CH:29][CH:30]=[CH:31][C:18]=3[C:17](=[C:5]([C:6]3[CH:11]=[CH:10][CH:9]=[C:8]([NH:12][S:13]([CH3:16])(=[O:15])=[O:14])[CH:7]=3)[C:4]([OH:32])=[O:3])[C:23]=2[CH:24]=[CH:25][CH:26]=1. The yield is 0.200.